From a dataset of Forward reaction prediction with 1.9M reactions from USPTO patents (1976-2016). Predict the product of the given reaction. Given the reactants C[O:2][C:3](=[O:21])[CH2:4][CH2:5][C:6]1[CH:11]=[CH:10][C:9]([O:12][C:13]2[CH:18]=[CH:17][CH:16]=[C:15](Br)[CH:14]=2)=[CH:8][C:7]=1[CH3:20].[Cl:22][C:23]1[CH:28]=[CH:27][C:26]([OH:29])=[CH:25][CH:24]=1, predict the reaction product. The product is: [Cl:22][C:23]1[CH:28]=[CH:27][C:26]([O:29][C:15]2[CH:14]=[C:13]([CH:18]=[CH:17][CH:16]=2)[O:12][C:9]2[CH:10]=[CH:11][C:6]([CH2:5][CH2:4][C:3]([OH:2])=[O:21])=[C:7]([CH3:20])[CH:8]=2)=[CH:25][CH:24]=1.